The task is: Predict the product of the given reaction.. This data is from Forward reaction prediction with 1.9M reactions from USPTO patents (1976-2016). (1) Given the reactants [C:1]([C:5]1[CH:10]=[CH:9][C:8]([C:11]2[S:12](=C=O)[CH:13]=[C:14]([CH3:17])[C:15]=2[OH:16])=[CH:7][CH:6]=1)([CH3:4])([CH3:3])[CH3:2].[Si]([O:27][CH2:28][C:29]1[CH:38]=[CH:37][C:32]([C:33]([NH:35][NH2:36])=[O:34])=[CH:31][C:30]=1[N+:39]([O-:41])=[O:40])(C(C)(C)C)(C)C.O.[C:43]1(C)C=CC(S(O)(=O)=O)=CC=1, predict the reaction product. The product is: [C:1]([C:5]1[CH:6]=[CH:7][C:8]([C:11]2[S:12][CH:13]=[C:14]([C:17](=[N:36][NH:35][C:33](=[O:34])[C:32]3[CH:37]=[CH:38][C:29]([CH2:28][OH:27])=[C:30]([N+:39]([O-:41])=[O:40])[CH:31]=3)[CH3:43])[C:15]=2[OH:16])=[CH:9][CH:10]=1)([CH3:2])([CH3:3])[CH3:4]. (2) Given the reactants [CH:1]1([CH:6]([C:11]2[CH:16]=[CH:15][C:14]([C:17]([F:20])([F:19])[F:18])=[CH:13][CH:12]=2)[C:7]([O:9]C)=[O:8])[CH2:5][CH2:4][CH2:3][CH2:2]1.C1COCC1.[OH-].[Li+].Cl, predict the reaction product. The product is: [CH:1]1([CH:6]([C:11]2[CH:16]=[CH:15][C:14]([C:17]([F:18])([F:19])[F:20])=[CH:13][CH:12]=2)[C:7]([OH:9])=[O:8])[CH2:5][CH2:4][CH2:3][CH2:2]1. (3) Given the reactants [C:1]([OH:7])([C:3]([F:6])([F:5])[F:4])=[O:2].C(OC([NH:15][C@H:16]1[C:24]2[C:19](=[C:20]([F:29])[CH:21]=[C:22]([C:25]([O:27][CH3:28])=[O:26])[CH:23]=2)[CH2:18][CH2:17]1)=O)(C)(C)C, predict the reaction product. The product is: [F:4][C:3]([F:6])([F:5])[C:1]([OH:7])=[O:2].[NH2:15][C@H:16]1[C:24]2[C:19](=[C:20]([F:29])[CH:21]=[C:22]([C:25]([O:27][CH3:28])=[O:26])[CH:23]=2)[CH2:18][CH2:17]1. (4) Given the reactants [Cl:1][C:2]1[N:11]=[C:10]([NH:12][C:13]2[CH:18]=[C:17]([O:19][CH3:20])[CH:16]=[CH:15][C:14]=2[O:21][CH3:22])[C:9]2[C:4](=[CH:5][CH:6]=[CH:7][CH:8]=2)[N:3]=1.[CH3:23]I, predict the reaction product. The product is: [Cl:1][C:2]1[N:11]=[C:10]([N:12]([C:13]2[CH:18]=[C:17]([O:19][CH3:20])[CH:16]=[CH:15][C:14]=2[O:21][CH3:22])[CH3:23])[C:9]2[C:4](=[CH:5][CH:6]=[CH:7][CH:8]=2)[N:3]=1. (5) Given the reactants Br[C:2]1[CH:7]=[CH:6][CH:5]=[CH:4][C:3]=1[NH:8][C:9](=[O:18])[O:10][CH2:11][C@@H:12]1[CH2:16][CH2:15][N:14]([CH3:17])[CH2:13]1.[F:19][C:20]1[CH:21]=[C:22](B(O)O)[CH:23]=[CH:24][CH:25]=1.C(=O)([O-])[O-].[K+].[K+], predict the reaction product. The product is: [F:19][C:20]1[CH:25]=[C:24]([C:2]2[CH:7]=[CH:6][CH:5]=[CH:4][C:3]=2[NH:8][C:9](=[O:18])[O:10][CH2:11][C@@H:12]2[CH2:16][CH2:15][N:14]([CH3:17])[CH2:13]2)[CH:23]=[CH:22][CH:21]=1.